Predict the reaction yield, written as a fraction of the theoretical maximum amount of product (1.0 means a 100% yield; for example, 0.34 means a 34% yield). From a dataset of Buchwald-Hartwig C-N cross coupling reaction yields with 55,370 reactions. (1) The reactants are COc1ccc(Cl)cc1.Cc1ccc(N)cc1.O=S(=O)(O[Pd]1c2ccccc2-c2ccccc2N~1)C(F)(F)F.COc1ccc(OC)c(P(C(C)(C)C)C(C)(C)C)c1-c1c(C(C)C)cc(C(C)C)cc1C(C)C.CN1CCCN2CCCN=C12.COC(=O)c1cc(-c2cccs2)on1. No catalyst specified. The product is COc1ccc(Nc2ccc(C)cc2)cc1. The yield is 0. (2) The reactants are FC(F)(F)c1ccc(Cl)cc1.Cc1ccc(N)cc1.O=S(=O)(O[Pd]1c2ccccc2-c2ccccc2N~1)C(F)(F)F.CC(C)c1cc(C(C)C)c(-c2ccccc2P(C(C)(C)C)C(C)(C)C)c(C(C)C)c1.CN1CCCN2CCCN=C12.c1ccc2nocc2c1. No catalyst specified. The product is Cc1ccc(Nc2ccc(C(F)(F)F)cc2)cc1. The yield is 0.00420. (3) The reactants are Ic1ccccn1.Cc1ccc(N)cc1.O=S(=O)(O[Pd]1c2ccccc2-c2ccccc2N~1)C(F)(F)F.CC(C)c1cc(C(C)C)c(-c2ccccc2P(C(C)(C)C)C(C)(C)C)c(C(C)C)c1.CN1CCCN2CCCN=C12.Cc1ccon1. No catalyst specified. The product is Cc1ccc(Nc2ccccn2)cc1. The yield is 0.915. (4) No catalyst specified. The reactants are Ic1cccnc1.Cc1ccc(N)cc1.O=S(=O)(O[Pd]1c2ccccc2-c2ccccc2N~1)C(F)(F)F.CC(C)c1cc(C(C)C)c(-c2ccccc2P(C2CCCCC2)C2CCCCC2)c(C(C)C)c1.CN(C)C(=NC(C)(C)C)N(C)C.c1ccc(CN(Cc2ccccc2)c2ccon2)cc1. The yield is 0.304. The product is Cc1ccc(Nc2cccnc2)cc1.